From a dataset of Full USPTO retrosynthesis dataset with 1.9M reactions from patents (1976-2016). Predict the reactants needed to synthesize the given product. Given the product [C:18]([C:20]1[CH:25]=[CH:24][CH:23]=[CH:22][C:21]=1[N:26]1[CH2:31][CH2:30][N:29]([C:2]2[C:7]([C:8]#[N:9])=[C:6]([NH:10][CH2:11][CH2:12][OH:13])[N:5]=[C:4]([NH:14][CH2:15][CH2:16][OH:17])[N:3]=2)[CH2:28][CH2:27]1)#[N:19], predict the reactants needed to synthesize it. The reactants are: Cl[C:2]1[C:7]([C:8]#[N:9])=[C:6]([NH:10][CH2:11][CH2:12][OH:13])[N:5]=[C:4]([NH:14][CH2:15][CH2:16][OH:17])[N:3]=1.[C:18]([C:20]1[CH:25]=[CH:24][CH:23]=[CH:22][C:21]=1[N:26]1[CH2:31][CH2:30][NH:29][CH2:28][CH2:27]1)#[N:19].C(N(C(C)C)C(C)C)C.